From a dataset of Reaction yield outcomes from USPTO patents with 853,638 reactions. Predict the reaction yield, written as a fraction of the theoretical maximum amount of product (1.0 means a 100% yield; for example, 0.34 means a 34% yield). The reactants are COC[O:4][C:5]1[CH:14]=[CH:13][CH:12]=[C:11]2[C:6]=1[CH2:7][CH2:8][C@H:9]([CH3:18])[N:10]2[C:15](=[O:17])[CH3:16].Cl. The catalyst is CO. The product is [OH:4][C:5]1[CH:14]=[CH:13][CH:12]=[C:11]2[C:6]=1[CH2:7][CH2:8][C@H:9]([CH3:18])[N:10]2[C:15](=[O:17])[CH3:16]. The yield is 0.930.